From a dataset of Forward reaction prediction with 1.9M reactions from USPTO patents (1976-2016). Predict the product of the given reaction. (1) Given the reactants [C:1]([C:4]1([CH3:12])[NH:8][CH:7]([C:9]([OH:11])=[O:10])[CH2:6][S:5]1)([OH:3])=[O:2].[OH2:13], predict the reaction product. The product is: [C:1]([CH:4]([NH:8][C@H:7]([C:9]([OH:11])=[O:10])[CH2:6][SH:5])[CH3:12])([OH:3])=[O:2].[C:1]([OH:3])(=[O:2])[CH:4]([CH3:12])[OH:13].[NH2:8][C@H:7]([C:9]([OH:11])=[O:10])[CH2:6][SH:5]. (2) Given the reactants [CH3:1][S:2](Cl)(=[O:4])=[O:3].[F:6][C:7]1[CH:8]=[CH:9][C:10]2[N:11]([C:13]([C:16]3[N:24]=[C:23]4[C:19]([N:20]([CH2:32][O:33][CH2:34][CH2:35][Si:36]([CH3:39])([CH3:38])[CH3:37])[C:21](=[O:31])[N:22]4[C@@H:25]4[CH2:30][CH2:29][CH2:28][NH:27][CH2:26]4)=[CH:18][N:17]=3)=[CH:14][N:15]=2)[CH:12]=1, predict the reaction product. The product is: [F:6][C:7]1[CH:8]=[CH:9][C:10]2[N:11]([C:13]([C:16]3[N:24]=[C:23]4[C:19]([N:20]([CH2:32][O:33][CH2:34][CH2:35][Si:36]([CH3:39])([CH3:38])[CH3:37])[C:21](=[O:31])[N:22]4[C@@H:25]4[CH2:30][CH2:29][CH2:28][N:27]([S:2]([CH3:1])(=[O:4])=[O:3])[CH2:26]4)=[CH:18][N:17]=3)=[CH:14][N:15]=2)[CH:12]=1.